From a dataset of Full USPTO retrosynthesis dataset with 1.9M reactions from patents (1976-2016). Predict the reactants needed to synthesize the given product. (1) Given the product [CH3:3][C:4]([O:7][CH2:8][CH2:9][O:10][C:14]1[N:19]=[N:18][C:17]([NH2:20])=[CH:16][CH:15]=1)([CH3:6])[CH3:5], predict the reactants needed to synthesize it. The reactants are: [H-].[Na+].[CH3:3][C:4]([O:7][CH2:8][CH2:9][OH:10])([CH3:6])[CH3:5].[H][H].Cl[C:14]1[N:19]=[N:18][C:17]([NH2:20])=[CH:16][CH:15]=1.Cl. (2) Given the product [C:18]1([C:24]#[C:25][C:2]2[CH:3]=[C:4]3[C:14](=[CH:15][CH:16]=2)[O:13][C:7]2([CH2:12][CH2:11][CH2:10][O:9][CH2:8]2)[CH2:6][C:5]3=[O:17])[CH:23]=[CH:22][CH:21]=[CH:20][CH:19]=1, predict the reactants needed to synthesize it. The reactants are: Br[C:2]1[CH:3]=[C:4]2[C:14](=[CH:15][CH:16]=1)[O:13][C:7]1([CH2:12][CH2:11][CH2:10][O:9][CH2:8]1)[CH2:6][C:5]2=[O:17].[C:18]1([C:24]#[CH:25])[CH:23]=[CH:22][CH:21]=[CH:20][CH:19]=1.